Dataset: Catalyst prediction with 721,799 reactions and 888 catalyst types from USPTO. Task: Predict which catalyst facilitates the given reaction. (1) Reactant: Br[C:2]1[CH:7]=[CH:6][C:5]([N:8]2[CH:12]=[C:11]([CH3:13])[N:10]=[CH:9]2)=[C:4]([O:14][CH3:15])[CH:3]=1.[F:16][C:17]1[CH:22]=[CH:21][C:20]([CH:23]2[CH2:28][CH2:27][CH2:26][N:25]3[N:29]=[C:30]([NH2:32])[N:31]=[C:24]23)=[CH:19][CH:18]=1.[O-]C1C=CC=CC=1.[Na+].C1(P(C2C=CC=CC=2)C2C3OC4C(=CC=CC=4P(C4C=CC=CC=4)C4C=CC=CC=4)C(C)(C)C=3C=CC=2)C=CC=CC=1. Product: [F:16][C:17]1[CH:22]=[CH:21][C:20]([CH:23]2[CH2:28][CH2:27][CH2:26][N:25]3[N:29]=[C:30]([NH:32][C:2]4[CH:7]=[CH:6][C:5]([N:8]5[CH:12]=[C:11]([CH3:13])[N:10]=[CH:9]5)=[C:4]([O:14][CH3:15])[CH:3]=4)[N:31]=[C:24]23)=[CH:19][CH:18]=1. The catalyst class is: 12. (2) Reactant: [F:1][C:2]([F:9])([F:8])[C:3]([OH:7])([CH3:6])[CH2:4][NH3+:5].[C:10]1(=O)[O:15][C:13](=[O:14])[C:12]2=[CH:16][CH:17]=[CH:18][CH:19]=[C:11]12.CCN(C(C)C)C(C)C. Product: [F:1][C:2]([F:9])([F:8])[C:3]([OH:7])([CH3:6])[CH2:4][N:5]1[C:13](=[O:14])[C:12]2[C:11](=[CH:19][CH:18]=[CH:17][CH:16]=2)[C:10]1=[O:15]. The catalyst class is: 22. (3) Reactant: [Cl:1][C:2]1[CH:22]=[C:21]([N+:23]([O-])=O)[CH:20]=[CH:19][C:3]=1[CH2:4][N:5]1[C:9]2=[N:10][C:11]([C:14]([O:16][CH3:17])=[O:15])=[CH:12][CH:13]=[C:8]2[N:7]=[C:6]1[CH3:18].C(O)(=O)C. Product: [NH2:23][C:21]1[CH:20]=[CH:19][C:3]([CH2:4][N:5]2[C:9]3=[N:10][C:11]([C:14]([O:16][CH3:17])=[O:15])=[CH:12][CH:13]=[C:8]3[N:7]=[C:6]2[CH3:18])=[C:2]([Cl:1])[CH:22]=1. The catalyst class is: 8. (4) Reactant: Cl[C:2]1[N:7]=[N:6][C:5]([NH2:8])=[CH:4][CH:3]=1.[NH:9]1[CH2:14][CH2:13][CH2:12][CH2:11][CH2:10]1. Product: [N:9]1([C:2]2[N:7]=[N:6][C:5]([NH2:8])=[CH:4][CH:3]=2)[CH2:14][CH2:13][CH2:12][CH2:11][CH2:10]1. The catalyst class is: 80. (5) Reactant: [CH2:1]([O:3][C:4]1[CH:5]=[C:6]2[C:11](=[C:12]3[CH2:16][C:15]([CH3:18])([CH3:17])[O:14][C:13]=13)[C:10]([C:19]1[CH:20]=[CH:21][C:22]3[O:27][CH2:26][C:25](=[O:28])[N:24]([CH2:29][C:30]4[CH:35]=[CH:34][CH:33]=[CH:32][CH:31]=4)[C:23]=3[CH:36]=1)=[N:9][C:8]([CH3:38])([CH3:37])[CH2:7]2)[CH3:2].[OH-].[Na+:40].C([O:43]CC)C. Product: [CH2:1]([O:3][C:4]1[CH:5]=[C:6]2[C:11](=[C:12]3[CH2:16][C:15]([CH3:18])([CH3:17])[O:14][C:13]=13)[C:10]([C:19]1[CH:20]=[CH:21][C:22]([O:27][CH2:26][C:25]([O-:43])=[O:28])=[C:23]([NH:24][CH2:29][C:30]3[CH:35]=[CH:34][CH:33]=[CH:32][CH:31]=3)[CH:36]=1)=[N:9][C:8]([CH3:37])([CH3:38])[CH2:7]2)[CH3:2].[Na+:40]. The catalyst class is: 8. (6) Reactant: [CH:1]1[C:13]2[CH:12]([CH2:14][O:15][C:16]([NH:18][CH:19]([CH:24]([OH:26])[CH3:25])[C:20]([O:22][CH3:23])=[O:21])=[O:17])[C:11]3[C:6](=[CH:7][CH:8]=[CH:9][CH:10]=3)[C:5]=2[CH:4]=[CH:3][CH:2]=1.CC(OI1(OC(C)=O)(OC(C)=O)OC(=O)C2C=CC=CC1=2)=O.C(=O)([O-])[O-].[Na+].[Na+].S([O-])([O-])=O.[Na+].[Na+]. Product: [CH:10]1[C:11]2[CH:12]([CH2:14][O:15][C:16]([NH:18][CH:19]([C:24](=[O:26])[CH3:25])[C:20]([O:22][CH3:23])=[O:21])=[O:17])[C:13]3[C:5](=[CH:4][CH:3]=[CH:2][CH:1]=3)[C:6]=2[CH:7]=[CH:8][CH:9]=1. The catalyst class is: 2. (7) Reactant: ClC1C=CC=C(C)C=1[C:4]([OH:6])=[O:5].[CH2:12](Cl)[CH2:13]Cl.Cl.[CH:17]1[CH:22]=N[C:20]2[N:23](O)N=N[C:19]=2[CH:18]=1.[CH2:27](N(CC)CC)C. Product: [NH2:23][C@H:20]([C:4]([OH:6])=[O:5])[CH2:19][C:18]1[CH:17]=[CH:22][CH:13]=[CH:12][CH:27]=1. The catalyst class is: 4. (8) Reactant: [NH2:1][CH:2]1[CH2:7][N:6]([C:8](=[O:20])[C:9]2[CH:14]=[CH:13][CH:12]=[C:11]([C:15]3[O:16][CH:17]=[CH:18][CH:19]=3)[CH:10]=2)[CH2:5][CH:4]([C:21]([NH:23][C:24]2[CH:29]=[CH:28][C:27]([Cl:30])=[CH:26][CH:25]=2)=[O:22])[CH2:3]1.C(N(CC)CC)C.[C:38](Cl)(=[O:41])[CH2:39][CH3:40]. Product: [Cl:30][C:27]1[CH:26]=[CH:25][C:24]([NH:23][C:21]([CH:4]2[CH2:3][CH:2]([NH:1][C:38](=[O:41])[CH2:39][CH3:40])[CH2:7][N:6]([C:8](=[O:20])[C:9]3[CH:14]=[CH:13][CH:12]=[C:11]([C:15]4[O:16][CH:17]=[CH:18][CH:19]=4)[CH:10]=3)[CH2:5]2)=[O:22])=[CH:29][CH:28]=1. The catalyst class is: 4. (9) Reactant: CN1CC[O:5]CC1.[F:8][C:9]1[CH:10]=[C:11]([N:22]2[CH2:26][C@H:25]([CH2:27][NH:28][C:29](=[O:31])[CH3:30])[O:24][C:23]2=[O:32])[CH:12]=[CH:13][C:14]=1[N:15]1[CH2:20][CH2:19][S:18](=[O:21])[CH2:17][CH2:16]1.FC(F)(F)C(OC(=O)C(F)(F)F)=O. Product: [O:21]=[S:18]1(=[O:5])[CH:17]=[CH:16][N:15]([C:14]2[CH:13]=[CH:12][C:11]([N:22]3[CH2:26][C@H:25]([CH2:27][NH:28][C:29](=[O:31])[CH3:30])[O:24][C:23]3=[O:32])=[CH:10][C:9]=2[F:8])[CH2:20][CH2:19]1. The catalyst class is: 2.